Dataset: Full USPTO retrosynthesis dataset with 1.9M reactions from patents (1976-2016). Task: Predict the reactants needed to synthesize the given product. (1) The reactants are: [Cl:1][C:2]1[CH:3]=[CH:4][C:5]([O:11][CH3:12])=[C:6]([CH:10]=1)[C:7]([OH:9])=O.C(N1C=CN=C1)(N1C=CN=C1)=[O:14].[CH2:25]1[CH2:29][O:28][CH2:27][CH2:26]1. Given the product [Cl:1][C:2]1[CH:3]=[CH:4][C:5]([O:11][CH3:12])=[C:6]([C:7](=[O:9])[CH2:26][C:27]([O:28][CH2:29][CH3:25])=[O:14])[CH:10]=1, predict the reactants needed to synthesize it. (2) Given the product [CH3:18][O:19][C:20]1[CH:21]=[C:22]([S:26][C:8]2[CH:9]=[C:10]([CH:15]=[CH:16][CH:17]=2)[C:11]([O:13][CH3:14])=[O:12])[CH:23]=[CH:24][CH:25]=1, predict the reactants needed to synthesize it. The reactants are: C(=O)([O-])[O-].[K+].[K+].I[C:8]1[CH:9]=[C:10]([CH:15]=[CH:16][CH:17]=1)[C:11]([O:13][CH3:14])=[O:12].[CH3:18][O:19][C:20]1[CH:21]=[C:22]([SH:26])[CH:23]=[CH:24][CH:25]=1.CCCCCCCCCCCC. (3) Given the product [CH3:11][C:1]1[CH:6]=[CH:5][C:4]([S:7]([O:23][C:19]2[CH:18]=[CH:17][C:15]([O:16][S:7]([C:4]3[CH:5]=[CH:6][C:1]([CH3:11])=[CH:2][CH:3]=3)(=[O:9])=[O:8])=[C:14]([C:12]#[N:13])[C:20]=2[C:21]#[N:22])(=[O:9])=[O:8])=[CH:3][CH:2]=1, predict the reactants needed to synthesize it. The reactants are: [C:1]1([CH3:11])[CH:6]=[CH:5][C:4]([S:7](Cl)(=[O:9])=[O:8])=[CH:3][CH:2]=1.[C:12]([C:14]1[C:20]([C:21]#[N:22])=[C:19]([OH:23])[CH:18]=[CH:17][C:15]=1[OH:16])#[N:13].C(=O)([O-])[O-].[K+].[K+]. (4) Given the product [C:7]([O:10][C:11]1[CH:12]=[CH:13][C:14]([N:20]2[C:24]([CH3:25])=[N:23][N:22]=[N:21]2)=[C:15]([CH:19]=1)[C:16]([O:18][CH2:27][CH3:28])=[O:17])(=[O:9])[CH3:8], predict the reactants needed to synthesize it. The reactants are: C(=O)([O-])[O-].[Cs+].[Cs+].[C:7]([O:10][C:11]1[CH:12]=[CH:13][C:14]([N:20]2[C:24]([CH3:25])=[N:23][N:22]=[N:21]2)=[C:15]([CH:19]=1)[C:16]([OH:18])=[O:17])(=[O:9])[CH3:8].I[CH2:27][CH3:28]. (5) Given the product [CH:3]1([C:1]2[O:10][N:9]=[C:12]([C:13]([O:15][CH2:16][CH3:17])=[O:14])[CH:2]=2)[CH2:8][CH2:7][CH2:6][CH2:5][CH2:4]1, predict the reactants needed to synthesize it. The reactants are: [C:1]([CH:3]1[CH2:8][CH2:7][CH2:6][CH2:5][CH2:4]1)#[CH:2].[N+:9]([CH2:12][C:13]([O:15][CH2:16][CH3:17])=[O:14])([O-])=[O:10].C1N2CCN(CC2)C1. (6) The reactants are: [N:1]1[C:10]2[C:5](=[CH:6][CH:7]=[CH:8][CH:9]=2)[CH:4]=[CH:3][C:2]=1[C:11](Cl)=[O:12].[NH2:14][CH2:15][CH2:16][CH2:17][CH2:18][N:19]1[C:31]2[C:30]3[CH:29]=[CH:28][CH:27]=[CH:26][C:25]=3[N:24]=[C:23]([NH2:32])[C:22]=2[N:21]=[C:20]1[CH2:33][C:34]1[CH:39]=[CH:38][C:37]([O:40][CH3:41])=[CH:36][CH:35]=1.ClCCl. Given the product [NH2:32][C:23]1[C:22]2[N:21]=[C:20]([CH2:33][C:34]3[CH:39]=[CH:38][C:37]([O:40][CH3:41])=[CH:36][CH:35]=3)[N:19]([CH2:18][CH2:17][CH2:16][CH2:15][NH:14][C:11]([C:2]3[CH:3]=[CH:4][C:5]4[C:10](=[CH:9][CH:8]=[CH:7][CH:6]=4)[N:1]=3)=[O:12])[C:31]=2[C:30]2[CH:29]=[CH:28][CH:27]=[CH:26][C:25]=2[N:24]=1, predict the reactants needed to synthesize it. (7) Given the product [CH3:15][O:14][C:12](=[O:13])[CH2:11][C:10]1[O:16][C:1]([CH3:2])=[N:4][C:5]=1[C:6]([O:8][CH3:9])=[O:7], predict the reactants needed to synthesize it. The reactants are: [C:1]([NH:4][CH:5]([C:10](=[O:16])[CH2:11][C:12]([O:14][CH3:15])=[O:13])[C:6]([O:8][CH3:9])=[O:7])(=O)[CH3:2].O=S(Cl)Cl. (8) Given the product [N+:1]([O-:4])([OH:3])=[O:2].[N+:14]([O-:17])([OH:16])=[O:15].[NH2:13][C:6](=[NH:5])[NH:7][CH2:8][CH2:9][CH2:10][CH2:11][NH2:12].[N+:1]([O-:4])([OH:3])=[O:2].[N+:1]([O-:4])([OH:3])=[O:2].[N+:1]([O-:4])([OH:3])=[O:2].[NH2:26][C:19](=[NH:18])[NH:20][CH2:21][CH2:22][CH2:23][CH2:24][NH2:25], predict the reactants needed to synthesize it. The reactants are: [N+:1]([O-:4])([OH:3])=[O:2].[NH2:5][C:6](=[NH:13])[NH:7][CH2:8][CH2:9][CH2:10][CH2:11][NH2:12].[N+:14]([O-:17])([OH:16])=[O:15].[NH2:18][C:19](=[NH:26])[NH:20][CH2:21][CH2:22][CH2:23][CH2:24][NH2:25]. (9) The reactants are: [C:1]([O:6]C)(=[O:5])C(C)=C.C(O)(=O)C(C)=C.S(OOS([O-])(=O)=O)([O-])(=O)=O.[NH4+].[NH4+].S(C(CC(OCCCCC[CH2:46][CH2:47][CH2:48][CH2:49][CH2:50][CH2:51][CH3:52])=O)C(OCC=C)=O)(O)(=O)=O.[Na].C(OCC(CC)CCCC)(=O)C=C.[OH-].[K+]. Given the product [CH3:52][CH2:51][CH2:50][CH2:49][CH:48]([C:1]([OH:6])=[O:5])[CH2:47][CH3:46], predict the reactants needed to synthesize it.